From a dataset of Catalyst prediction with 721,799 reactions and 888 catalyst types from USPTO. Predict which catalyst facilitates the given reaction. (1) Reactant: Cl.[N:2]1([C:7](=[NH:9])[NH2:8])[CH:6]=[CH:5][CH:4]=N1.CCN(C(C)C)C(C)C.[O:19]1CCC(N)[CH2:21][CH2:20]1.CCOCC. Product: [O:19]1[CH2:20][CH2:21][CH:6]([NH:2][C:7]([NH2:8])=[NH:9])[CH2:5][CH2:4]1. The catalyst class is: 3. (2) Product: [CH2:1]([N:5]1[C:9](=[O:10])[N:8]([C:11]2[CH:12]=[CH:13][C:14]([N:17]3[CH2:18][CH2:19][N:20]([C:23]4[CH:24]=[CH:25][C:26]([OH:29])=[CH:27][CH:28]=4)[CH2:21][CH2:22]3)=[CH:15][CH:16]=2)[CH:7]=[N:6]1)[CH2:2][CH2:3][CH3:4]. The catalyst class is: 201. Reactant: [CH2:1]([N:5]1[C:9](=[O:10])[N:8]([C:11]2[CH:16]=[CH:15][C:14]([N:17]3[CH2:22][CH2:21][N:20]([C:23]4[CH:28]=[CH:27][C:26]([O:29]C)=[CH:25][CH:24]=4)[CH2:19][CH2:18]3)=[CH:13][CH:12]=2)[CH:7]=[N:6]1)[CH2:2][CH2:3][CH3:4]. (3) Reactant: Cl[C:2]1[N:7]=[C:6]([C:8]2[CH:9]=[C:10]3[C:15](=[O:16])[NH:14][CH2:13][CH2:12][N:11]3[CH:17]=2)[CH:5]=[CH:4][N:3]=1.[NH2:18][C:19]1[CH:20]=[C:21](B(O)O)[CH:22]=[CH:23][C:24]=1[O:25][CH3:26].C(=O)([O-])[O-].[Cs+].[Cs+].O1CCOCC1.O. Product: [NH2:18][C:19]1[CH:20]=[C:21]([C:2]2[N:7]=[C:6]([C:8]3[CH:9]=[C:10]4[C:15](=[O:16])[NH:14][CH2:13][CH2:12][N:11]4[CH:17]=3)[CH:5]=[CH:4][N:3]=2)[CH:22]=[CH:23][C:24]=1[O:25][CH3:26]. The catalyst class is: 263.